This data is from Forward reaction prediction with 1.9M reactions from USPTO patents (1976-2016). The task is: Predict the product of the given reaction. (1) The product is: [CH3:3][O:4][C:5]1[CH:6]=[CH:7][C:8]([S:11]([N:14]2[CH2:23][CH2:22][C:21]3[C:16](=[CH:17][CH:18]=[CH:19][CH:20]=3)[CH:15]2[CH2:24][C:25]([OH:27])=[O:26])(=[O:13])=[O:12])=[CH:9][CH:10]=1. Given the reactants [OH-].[Na+].[CH3:3][O:4][C:5]1[CH:10]=[CH:9][C:8]([S:11]([N:14]2[CH2:23][CH2:22][C:21]3[C:16](=[CH:17][CH:18]=[CH:19][CH:20]=3)[CH:15]2[CH2:24][C:25]([O:27]C)=[O:26])(=[O:13])=[O:12])=[CH:7][CH:6]=1, predict the reaction product. (2) Given the reactants [Cl:1][C:2]1[CH:10]=[C:9]2[C:5]([C:6]([C:11]([O:13][CH3:14])=[O:12])=[CH:7][NH:8]2)=[CH:4][C:3]=1B1OCC(C)(C)CO1.Br[C:24]1[CH:36]=[CH:35][C:27]([O:28][CH2:29][C@@H:30]2[CH2:34][CH2:33][CH2:32][NH:31]2)=[CH:26][CH:25]=1.C(=O)([O-])[O-].[K+].[K+].C(OCC)(=O)C, predict the reaction product. The product is: [Cl:1][C:2]1[CH:10]=[C:9]2[C:5]([C:6]([C:11]([O:13][CH3:14])=[O:12])=[CH:7][NH:8]2)=[CH:4][C:3]=1[C:24]1[CH:36]=[CH:35][C:27]([O:28][CH2:29][C@@H:30]2[CH2:34][CH2:33][CH2:32][NH:31]2)=[CH:26][CH:25]=1. (3) Given the reactants [CH2:1]([NH:3][C:4]([C:6]1[C:14]2[C:9](=[N:10][CH:11]=[C:12](Br)[N:13]=2)[N:8](COCC[Si](C)(C)C)[CH:7]=1)=[O:5])[CH3:2].C(NC(C1C2C(=NC=C(Br)N=2)N(COCC[Si](C)(C)C)C=1)=O)(C)C.[CH:48]1[C:57]2[CH2:56][CH2:55][CH2:54][CH2:53][C:52]=2[CH:51]=[CH:50][C:49]=1[OH:58].C(C1C=C(O)C=CC=1)#N, predict the reaction product. The product is: [CH2:1]([NH:3][C:4]([C:6]1[C:14]2[C:9](=[N:10][CH:11]=[C:12]([O:58][C:49]3[CH:50]=[CH:51][C:52]4[CH2:53][CH2:54][CH2:55][CH2:56][C:57]=4[CH:48]=3)[N:13]=2)[NH:8][CH:7]=1)=[O:5])[CH3:2]. (4) Given the reactants [Si]([O:8][CH2:9][C:10]1[O:14][C:13]([C:15](=[N:17][OH:18])[NH2:16])=[CH:12][CH:11]=1)(C(C)(C)C)(C)C.[CH:19]1([C:25]2[CH:33]=[CH:32][C:28]([C:29](O)=O)=[CH:27][CH:26]=2)[CH2:24][CH2:23][CH2:22][CH2:21][CH2:20]1.C1(N=C=NC2CCCCC2)CCCCC1.[F-].C([N+](CCCC)(CCCC)CCCC)CCC, predict the reaction product. The product is: [CH:19]1([C:25]2[CH:33]=[CH:32][C:28]([C:29]3[O:18][N:17]=[C:15]([C:13]4[O:14][C:10]([CH2:9][OH:8])=[CH:11][CH:12]=4)[N:16]=3)=[CH:27][CH:26]=2)[CH2:20][CH2:21][CH2:22][CH2:23][CH2:24]1. (5) Given the reactants [Br:1][C:2]1[N:7]=[C:6]([NH2:8])[CH:5]=[CH:4][CH:3]=1.C(N(CC)CC)C.[C:16](Cl)(=[O:21])[C:17]([CH3:20])([CH3:19])[CH3:18], predict the reaction product. The product is: [Br:1][C:2]1[N:7]=[C:6]([NH:8][C:16](=[O:21])[C:17]([CH3:20])([CH3:19])[CH3:18])[CH:5]=[CH:4][CH:3]=1. (6) Given the reactants Cl.[F:2][C:3]([F:8])([F:7])[CH2:4][NH:5][CH3:6].Cl[C:10]1[C:15]([C:16]#[N:17])=[C:14]([C:18]2[CH:23]=[CH:22][C:21]([O:24][CH2:25][CH2:26][OH:27])=[CH:20][CH:19]=2)[C:13]([C:28]#[N:29])=[C:12]([S:30][CH2:31][C:32]2[N:33]=[C:34]([C:37]3[CH:42]=[CH:41][C:40]([Cl:43])=[CH:39][CH:38]=3)[S:35][CH:36]=2)[N:11]=1, predict the reaction product. The product is: [Cl:43][C:40]1[CH:39]=[CH:38][C:37]([C:34]2[S:35][CH:36]=[C:32]([CH2:31][S:30][C:12]3[C:13]([C:28]#[N:29])=[C:14]([C:18]4[CH:19]=[CH:20][C:21]([O:24][CH2:25][CH2:26][OH:27])=[CH:22][CH:23]=4)[C:15]([C:16]#[N:17])=[C:10]([N:5]([CH3:6])[CH2:4][C:3]([F:8])([F:7])[F:2])[N:11]=3)[N:33]=2)=[CH:42][CH:41]=1. (7) Given the reactants [C:1]([O:5][C:6]([N:8]1[CH2:13][CH2:12][CH2:11][CH2:10][C@H:9]1[C:14]([OH:16])=O)=[O:7])([CH3:4])([CH3:3])[CH3:2].[Cl:17][C:18]1[CH:19]=[CH:20][C:21]([N:26]2[CH:30]=[N:29][N:28]=[N:27]2)=[C:22]([CH2:24][NH2:25])[CH:23]=1.C(Cl)CCl.C1C=NC2N(O)N=NC=2C=1.C([O-])([O-])=O.[K+].[K+], predict the reaction product. The product is: [Cl:17][C:18]1[CH:19]=[CH:20][C:21]([N:26]2[CH:30]=[N:29][N:28]=[N:27]2)=[C:22]([CH:23]=1)[CH2:24][NH:25][C:14]([C@@H:9]1[CH2:10][CH2:11][CH2:12][CH2:13][N:8]1[C:6]([O:5][C:1]([CH3:2])([CH3:3])[CH3:4])=[O:7])=[O:16].